Dataset: Full USPTO retrosynthesis dataset with 1.9M reactions from patents (1976-2016). Task: Predict the reactants needed to synthesize the given product. The reactants are: [CH3:1][O:2][C@@H:3]1[O:9][C@H:8]([CH2:10]Cl)[C@@H:6]([OH:7])[C@H:4]1[OH:5].C(N(CC)CC)C.[H][H]. Given the product [CH3:1][O:2][CH:3]1[O:9][C@H:8]([CH3:10])[C@@H:6]([OH:7])[C@H:4]1[OH:5], predict the reactants needed to synthesize it.